Predict which catalyst facilitates the given reaction. From a dataset of Catalyst prediction with 721,799 reactions and 888 catalyst types from USPTO. (1) Reactant: [F:1][C:2]1[CH:7]=[CH:6][C:5]([N:8]2[C:12]([C:13](N(OC)C)=[O:14])=[CH:11][N:10]=[C:9]2[S:19][CH2:20][C:21]2[C:26]([F:27])=[CH:25][CH:24]=[C:23]([F:28])[C:22]=2[F:29])=[CH:4][CH:3]=1.FC1C=CC(N2[C:41]([C:42](O)=[O:43])=CN=C2SC(C2C=CC=CC=2)(C2C=CC=CC=2)C2C=CC=CC=2)=CC=1.FC1C(F)=CC=C(F)C=1CBr.C(=O)([O-])[O-].[K+].[K+]. Product: [F:1][C:2]1[CH:7]=[CH:6][C:5]([N:8]2[C:12]([C:13]([O:43][CH2:42][CH3:41])=[O:14])=[CH:11][N:10]=[C:9]2[S:19][CH2:20][C:21]2[C:26]([F:27])=[CH:25][CH:24]=[C:23]([F:28])[C:22]=2[F:29])=[CH:4][CH:3]=1. The catalyst class is: 21. (2) Reactant: [CH3:1][N:2]1[CH:6]=[C:5]([C:7]2[N:12]=[C:11]3[N:13]([CH2:16][C@@H:17]4[CH2:22][N:21]([C:23]5[N:28]=[CH:27][C:26]([OH:29])=[CH:25][N:24]=5)[CH2:20][CH2:19][O:18]4)[N:14]=[N:15][C:10]3=[N:9][CH:8]=2)[CH:4]=[N:3]1.Cl.Cl[CH2:32][CH2:33][N:34]1[CH2:39][CH2:38][O:37][CH2:36][CH2:35]1.C(=O)([O-])[O-].[K+].[K+]. Product: [CH3:1][N:2]1[CH:6]=[C:5]([C:7]2[N:12]=[C:11]3[N:13]([CH2:16][C@H:17]4[O:18][CH2:19][CH2:20][N:21]([C:23]5[N:24]=[CH:25][C:26]([O:29][CH2:32][CH2:33][N:34]6[CH2:39][CH2:38][O:37][CH2:36][CH2:35]6)=[CH:27][N:28]=5)[CH2:22]4)[N:14]=[N:15][C:10]3=[N:9][CH:8]=2)[CH:4]=[N:3]1. The catalyst class is: 3.